The task is: Predict the reactants needed to synthesize the given product.. This data is from Full USPTO retrosynthesis dataset with 1.9M reactions from patents (1976-2016). (1) Given the product [O:1]([C:8]1[CH:16]=[CH:15][CH:14]=[CH:13][C:9]=1[CH2:10][OH:11])[C:2]1[CH:3]=[CH:4][CH:5]=[CH:6][CH:7]=1, predict the reactants needed to synthesize it. The reactants are: [O:1]([C:8]1[CH:16]=[CH:15][CH:14]=[CH:13][C:9]=1[C:10](O)=[O:11])[C:2]1[CH:7]=[CH:6][CH:5]=[CH:4][CH:3]=1.[H-].[Al+3].[Li+].[H-].[H-].[H-].Cl.O. (2) Given the product [CH2:20]([N:12]1[C:7]2=[C:6]3[C:11](=[CH:10][CH:9]=[CH:8]2)[C:2]([CH3:15])([CH3:1])[CH2:3][CH2:4][N:5]3[C:13]1=[O:14])[CH:19]=[CH2:18], predict the reactants needed to synthesize it. The reactants are: [CH3:1][C:2]1([CH3:15])[C:11]2[C:6]3=[C:7]([NH:12][C:13](=[O:14])[N:5]3[CH2:4][CH2:3]1)[CH:8]=[CH:9][CH:10]=2.[H-].[Na+].[CH2:18](Br)[CH:19]=[CH2:20]. (3) Given the product [Cl:1][C:2]1[CH:7]=[CH:6][C:5]([S:8]([N:11]([CH2:27][C:26]2[CH:29]=[CH:30][C:23]([S:22][CH3:21])=[CH:24][CH:25]=2)[C@H:12]([C:15]2[CH:16]=[CH:17][CH:18]=[CH:19][CH:20]=2)[CH2:13][CH3:14])(=[O:10])=[O:9])=[CH:4][CH:3]=1, predict the reactants needed to synthesize it. The reactants are: [Cl:1][C:2]1[CH:7]=[CH:6][C:5]([S:8]([NH:11][C@H:12]([C:15]2[CH:20]=[CH:19][CH:18]=[CH:17][CH:16]=2)[CH2:13][CH3:14])(=[O:10])=[O:9])=[CH:4][CH:3]=1.[CH3:21][S:22][C:23]1[CH:30]=[CH:29][C:26]([CH2:27]O)=[CH:25][CH:24]=1. (4) Given the product [CH3:26][N:25]([CH3:27])[CH2:24][CH2:23][CH2:22][O:19][C:16]1[CH:15]=[CH:14][C:13]([C:10]2[S:9][C:8]([NH:7][C:1]3[CH:2]=[CH:3][CH:4]=[CH:5][CH:6]=3)=[N:12][CH:11]=2)=[CH:18][CH:17]=1, predict the reactants needed to synthesize it. The reactants are: [C:1]1([NH:7][C:8]2[S:9][C:10]([C:13]3[CH:18]=[CH:17][C:16]([OH:19])=[CH:15][CH:14]=3)=[CH:11][N:12]=2)[CH:6]=[CH:5][CH:4]=[CH:3][CH:2]=1.Cl.Cl[CH2:22][CH2:23][CH2:24][N:25]([CH3:27])[CH3:26].CC(C)([O-])C.[Na+]. (5) Given the product [CH2:44]([NH:46][C:47]([N:29]1[C:30]2[C:26](=[CH:25][C:24]([O:23][C:22]3[C:17]4[CH:16]=[C:15]([C:12]5[CH:11]=[CH:10][C:9]([O:8][CH2:1][C:2]6[CH:7]=[CH:6][CH:5]=[CH:4][CH:3]=6)=[CH:14][CH:13]=5)[N:33]([CH2:34][O:35][CH2:36][CH2:37][Si:38]([CH3:41])([CH3:40])[CH3:39])[C:18]=4[N:19]=[CH:20][N:21]=3)=[CH:32][CH:31]=2)[CH:27]=[CH:28]1)=[O:48])[CH3:45], predict the reactants needed to synthesize it. The reactants are: [CH2:1]([O:8][C:9]1[CH:14]=[CH:13][C:12]([C:15]2[N:33]([CH2:34][O:35][CH2:36][CH2:37][Si:38]([CH3:41])([CH3:40])[CH3:39])[C:18]3[N:19]=[CH:20][N:21]=[C:22]([O:23][C:24]4[CH:25]=[C:26]5[C:30](=[CH:31][CH:32]=4)[NH:29][CH:28]=[CH:27]5)[C:17]=3[CH:16]=2)=[CH:11][CH:10]=1)[C:2]1[CH:7]=[CH:6][CH:5]=[CH:4][CH:3]=1.[H-].[Na+].[CH2:44]([NH:46][C:47](=O)[O:48]C1C=CC=CC=1)[CH3:45].O. (6) The reactants are: [C:1]([O:5][C:6]([NH:8][C@H:9]1[CH2:14][C@@H:13]([CH2:15][OH:16])[CH2:12][N:11]([C:17]([O:19][CH2:20][C:21]2[CH:26]=[CH:25][CH:24]=[CH:23][CH:22]=2)=[O:18])[CH2:10]1)=[O:7])([CH3:4])([CH3:3])[CH3:2].N1C=CN=C1.[Si:32](Cl)([C:35]([CH3:38])([CH3:37])[CH3:36])([CH3:34])[CH3:33].CN(C1C=CC=CN=1)C. Given the product [C:1]([O:5][C:6]([NH:8][C@H:9]1[CH2:14][C@@H:13]([CH2:15][O:16][Si:32]([C:35]([CH3:38])([CH3:37])[CH3:36])([CH3:34])[CH3:33])[CH2:12][N:11]([C:17]([O:19][CH2:20][C:21]2[CH:22]=[CH:23][CH:24]=[CH:25][CH:26]=2)=[O:18])[CH2:10]1)=[O:7])([CH3:4])([CH3:2])[CH3:3], predict the reactants needed to synthesize it.